From a dataset of hERG Central: cardiac toxicity at 1µM, 10µM, and general inhibition. Predict hERG channel inhibition at various concentrations. (1) The drug is CCCCOc1ccc(C2=CSC3=NCCN23)cc1[N+](=O)[O-]. Results: hERG_inhib (hERG inhibition (general)): blocker. (2) The compound is COc1ccc([C@@H]2Sc3cc(OC)ccc3N(CCN(C(C)C)C(C)C)C(=O)[C@H]2OC(C)=O)cc1.Cl. Results: hERG_inhib (hERG inhibition (general)): blocker. (3) The compound is CC(Oc1ccc2c(-c3ccccc3)cc(=O)oc2c1)C(=O)NCCCn1ccnc1. Results: hERG_inhib (hERG inhibition (general)): blocker. (4) The drug is CCOc1ccc(Cl)cc1CNCCc1ccccc1F.Cl. Results: hERG_inhib (hERG inhibition (general)): blocker. (5) The compound is CCOC(=O)c1sc(/S(C)=N\S(=O)(=O)c2cccc(Cl)c2)c2c1CCC=C2. Results: hERG_inhib (hERG inhibition (general)): blocker. (6) The drug is CC(C)C(c1nnnn1Cc1ccc(F)cc1)N1CCN(C2CCCCC2)CC1. Results: hERG_inhib (hERG inhibition (general)): blocker. (7) The compound is O=C1c2ccccc2C(=O)N1CCCCSc1nnc2c(Cl)cc(Cl)cn12. Results: hERG_inhib (hERG inhibition (general)): blocker.